Task: Predict the product of the given reaction.. Dataset: Forward reaction prediction with 1.9M reactions from USPTO patents (1976-2016) Given the reactants [F:1][C:2]1[C:3]([CH3:25])=[C:4]([C@:8]2([C:21]([O:23][CH3:24])=[O:22])[CH2:12][CH2:11][C:10](OS(C(F)(F)F)(=O)=O)=[CH:9]2)[CH:5]=[CH:6][CH:7]=1.CC1(C)C(C)(C)OB([C:34]2[CH:42]=[C:41]3[C:37]([CH:38]=[N:39][NH:40]3)=[CH:36][CH:35]=2)O1, predict the reaction product. The product is: [F:1][C:2]1[C:3]([CH3:25])=[C:4]([C@:8]2([C:21]([O:23][CH3:24])=[O:22])[CH2:12][CH2:11][C:10]([C:34]3[CH:42]=[C:41]4[C:37]([CH:38]=[N:39][NH:40]4)=[CH:36][CH:35]=3)=[CH:9]2)[CH:5]=[CH:6][CH:7]=1.